Dataset: NCI-60 drug combinations with 297,098 pairs across 59 cell lines. Task: Regression. Given two drug SMILES strings and cell line genomic features, predict the synergy score measuring deviation from expected non-interaction effect. (1) Drug 2: CNC(=O)C1=NC=CC(=C1)OC2=CC=C(C=C2)NC(=O)NC3=CC(=C(C=C3)Cl)C(F)(F)F. Drug 1: COC1=CC(=CC(=C1O)OC)C2C3C(COC3=O)C(C4=CC5=C(C=C24)OCO5)OC6C(C(C7C(O6)COC(O7)C8=CC=CS8)O)O. Synergy scores: CSS=59.1, Synergy_ZIP=-2.48, Synergy_Bliss=-2.22, Synergy_Loewe=-10.2, Synergy_HSA=-0.575. Cell line: ACHN. (2) Drug 1: C1=NC2=C(N1)C(=S)N=C(N2)N. Drug 2: CC=C1C(=O)NC(C(=O)OC2CC(=O)NC(C(=O)NC(CSSCCC=C2)C(=O)N1)C(C)C)C(C)C. Cell line: TK-10. Synergy scores: CSS=54.4, Synergy_ZIP=-4.26, Synergy_Bliss=-0.0126, Synergy_Loewe=-5.21, Synergy_HSA=2.86. (3) Drug 1: CC1=C(C=C(C=C1)NC2=NC=CC(=N2)N(C)C3=CC4=NN(C(=C4C=C3)C)C)S(=O)(=O)N.Cl. Drug 2: CC1=C(C(=O)C2=C(C1=O)N3CC4C(C3(C2COC(=O)N)OC)N4)N. Cell line: IGROV1. Synergy scores: CSS=2.19, Synergy_ZIP=-3.35, Synergy_Bliss=-7.07, Synergy_Loewe=-19.3, Synergy_HSA=-6.76. (4) Drug 1: C1=NC(=NC(=O)N1C2C(C(C(O2)CO)O)O)N. Drug 2: C1CN1C2=NC(=NC(=N2)N3CC3)N4CC4. Cell line: OVCAR-5. Synergy scores: CSS=57.5, Synergy_ZIP=-5.22, Synergy_Bliss=-2.01, Synergy_Loewe=-6.96, Synergy_HSA=2.89. (5) Drug 1: C1C(C(OC1N2C=NC(=NC2=O)N)CO)O. Drug 2: CC12CCC3C(C1CCC2OP(=O)(O)O)CCC4=C3C=CC(=C4)OC(=O)N(CCCl)CCCl.[Na+]. Cell line: HS 578T. Synergy scores: CSS=9.02, Synergy_ZIP=1.11, Synergy_Bliss=4.63, Synergy_Loewe=-2.90, Synergy_HSA=3.56. (6) Drug 1: CCC1=CC2CC(C3=C(CN(C2)C1)C4=CC=CC=C4N3)(C5=C(C=C6C(=C5)C78CCN9C7C(C=CC9)(C(C(C8N6C)(C(=O)OC)O)OC(=O)C)CC)OC)C(=O)OC.C(C(C(=O)O)O)(C(=O)O)O. Drug 2: CS(=O)(=O)OCCCCOS(=O)(=O)C. Cell line: KM12. Synergy scores: CSS=53.8, Synergy_ZIP=-2.13, Synergy_Bliss=0.115, Synergy_Loewe=-4.73, Synergy_HSA=5.61. (7) Drug 1: CC1C(C(CC(O1)OC2CC(CC3=C2C(=C4C(=C3O)C(=O)C5=C(C4=O)C(=CC=C5)OC)O)(C(=O)C)O)N)O.Cl. Drug 2: CS(=O)(=O)CCNCC1=CC=C(O1)C2=CC3=C(C=C2)N=CN=C3NC4=CC(=C(C=C4)OCC5=CC(=CC=C5)F)Cl. Cell line: EKVX. Synergy scores: CSS=14.8, Synergy_ZIP=2.49, Synergy_Bliss=6.04, Synergy_Loewe=5.31, Synergy_HSA=6.89. (8) Drug 1: CC1C(C(CC(O1)OC2CC(CC3=C2C(=C4C(=C3O)C(=O)C5=C(C4=O)C(=CC=C5)OC)O)(C(=O)CO)O)N)O.Cl. Drug 2: N.N.Cl[Pt+2]Cl. Cell line: OVCAR-5. Synergy scores: CSS=57.8, Synergy_ZIP=-4.94, Synergy_Bliss=-2.79, Synergy_Loewe=0.593, Synergy_HSA=3.37. (9) Drug 1: C1CC(=O)NC(=O)C1N2C(=O)C3=CC=CC=C3C2=O. Drug 2: B(C(CC(C)C)NC(=O)C(CC1=CC=CC=C1)NC(=O)C2=NC=CN=C2)(O)O. Cell line: A549. Synergy scores: CSS=2.98, Synergy_ZIP=1.86, Synergy_Bliss=-0.106, Synergy_Loewe=-57.2, Synergy_HSA=-1.22. (10) Drug 1: CC1OCC2C(O1)C(C(C(O2)OC3C4COC(=O)C4C(C5=CC6=C(C=C35)OCO6)C7=CC(=C(C(=C7)OC)O)OC)O)O. Drug 2: CC1CCC2CC(C(=CC=CC=CC(CC(C(=O)C(C(C(=CC(C(=O)CC(OC(=O)C3CCCCN3C(=O)C(=O)C1(O2)O)C(C)CC4CCC(C(C4)OC)O)C)C)O)OC)C)C)C)OC. Cell line: TK-10. Synergy scores: CSS=36.1, Synergy_ZIP=-9.78, Synergy_Bliss=-2.51, Synergy_Loewe=2.95, Synergy_HSA=4.25.